From a dataset of Catalyst prediction with 721,799 reactions and 888 catalyst types from USPTO. Predict which catalyst facilitates the given reaction. (1) Reactant: C[O:2][C:3](=[O:36])[C:4]1[CH:9]=[C:8]([CH2:10][CH3:11])[CH:7]=[CH:6][C:5]=1[NH:12][C:13]1[N:17]([C:18]2[CH:23]=[CH:22][CH:21]=[CH:20][C:19]=2[CH3:24])[N:16]=[C:15]([CH3:25])[C:14]=1[C:26]1[CH:27]=[C:28]2[C:33](=[CH:34][CH:35]=1)[N:32]=[CH:31][CH:30]=[N:29]2.[OH-].[Na+].Cl. Product: [N:32]1[C:33]2[C:28](=[CH:27][C:26]([C:14]3[C:15]([CH3:25])=[N:16][N:17]([C:18]4[CH:23]=[CH:22][CH:21]=[CH:20][C:19]=4[CH3:24])[C:13]=3[NH:12][C:5]3[CH:6]=[CH:7][C:8]([CH2:10][CH3:11])=[CH:9][C:4]=3[C:3]([OH:36])=[O:2])=[CH:35][CH:34]=2)[N:29]=[CH:30][CH:31]=1. The catalyst class is: 38. (2) Reactant: [NH2:1][CH2:2][C:3]1[CH:8]=[CH:7][N:6]=[CH:5][CH:4]=1.C(N(C(C)C)CC)(C)C.Cl[C:19](OC1C=CC([N+]([O-])=O)=CC=1)=[O:20].[C:31]1([C:37]2([C:47]3[CH:52]=[CH:51][CH:50]=[CH:49][CH:48]=3)[CH:41]3[CH2:42][NH:43][CH2:44][CH2:45][N:40]3[C:39](=[O:46])[O:38]2)[CH:36]=[CH:35][CH:34]=[CH:33][CH:32]=1. Product: [O:46]=[C:39]1[N:40]2[CH2:45][CH2:44][N:43]([C:19]([NH:1][CH2:2][C:3]3[CH:8]=[CH:7][N:6]=[CH:5][CH:4]=3)=[O:20])[CH2:42][CH:41]2[C:37]([C:31]2[CH:36]=[CH:35][CH:34]=[CH:33][CH:32]=2)([C:47]2[CH:48]=[CH:49][CH:50]=[CH:51][CH:52]=2)[O:38]1. The catalyst class is: 7.